Task: Predict the reaction yield, written as a fraction of the theoretical maximum amount of product (1.0 means a 100% yield; for example, 0.34 means a 34% yield).. Dataset: Reaction yield outcomes from USPTO patents with 853,638 reactions The reactants are [OH-:1].[Na+].[OH-].[NH4+].[Cl:5][C:6]1[O:10][C:9]([CH:11]=[O:12])=[CH:8][CH:7]=1. The catalyst is O.CO.[N+]([O-])([O-])=O.[Ag+]. The product is [Cl:5][C:6]1[O:10][C:9]([C:11]([OH:1])=[O:12])=[CH:8][CH:7]=1. The yield is 0.950.